Dataset: Reaction yield outcomes from USPTO patents with 853,638 reactions. Task: Predict the reaction yield, written as a fraction of the theoretical maximum amount of product (1.0 means a 100% yield; for example, 0.34 means a 34% yield). The reactants are F[C:2]1[CH:7]=[CH:6][C:5]([I:8])=[CH:4][C:3]=1[N+:9]([O-:11])=[O:10].[CH2:12]([OH:16])[CH2:13][C:14]#[CH:15].C(=O)([O-])[O-].[K+].[K+].C(OCC)(=O)C. The catalyst is CN(C)C=O.O. The product is [CH2:12]([O:16][C:2]1[CH:7]=[CH:6][C:5]([I:8])=[CH:4][C:3]=1[N+:9]([O-:11])=[O:10])[CH2:13][C:14]#[CH:15]. The yield is 0.560.